Regression. Given a peptide amino acid sequence and an MHC pseudo amino acid sequence, predict their binding affinity value. This is MHC class II binding data. From a dataset of Peptide-MHC class II binding affinity with 134,281 pairs from IEDB. (1) The peptide sequence is EVYTQLCDHRLMSAA. The MHC is DRB1_0301 with pseudo-sequence DRB1_0301. The binding affinity (normalized) is 0.384. (2) The peptide sequence is RVWITNNPHMQDKTM. The MHC is HLA-DQA10102-DQB10501 with pseudo-sequence HLA-DQA10102-DQB10501. The binding affinity (normalized) is 0.542. (3) The peptide sequence is LQSLGADIASEQAVL. The MHC is DRB1_1101 with pseudo-sequence DRB1_1101. The binding affinity (normalized) is 0.461. (4) The peptide sequence is KIDLWSYNAELLVAL. The MHC is DRB1_1302 with pseudo-sequence DRB1_1302. The binding affinity (normalized) is 0.434. (5) The peptide sequence is KASFEEGKCGLNSVD. The MHC is HLA-DQA10501-DQB10303 with pseudo-sequence HLA-DQA10501-DQB10303. The binding affinity (normalized) is 0.365. (6) The peptide sequence is GLVPKLDAAYSVAYK. The MHC is HLA-DQA10501-DQB10201 with pseudo-sequence HLA-DQA10501-DQB10201. The binding affinity (normalized) is 0.357.